Task: Predict which catalyst facilitates the given reaction.. Dataset: Catalyst prediction with 721,799 reactions and 888 catalyst types from USPTO (1) Reactant: [F:1][C:2]([F:26])([F:25])[O:3][C:4]1[CH:9]=[CH:8][C:7]([C:10]2[N:15]=[CH:14][N:13]=[C:12]([CH2:16][NH:17][C:18](=[O:24])OC(C)(C)C)[CH:11]=2)=[CH:6][CH:5]=1.Cl.O1CCOCC1.[CH2:34]([O:41][C:42]([N:44]1[CH2:48][C:47](=[O:49])[CH2:46][C@H:45]1C(O)=O)=[O:43])[C:35]1[CH:40]=[CH:39][CH:38]=[CH:37][CH:36]=1.C(N(CC)C(C)C)(C)C. Product: [O:49]=[C:47]1[CH2:48][N:44]([C:42]([O:41][CH2:34][C:35]2[CH:40]=[CH:39][CH:38]=[CH:37][CH:36]=2)=[O:43])[C@H:45]([C:18](=[O:24])[NH:17][CH2:16][C:12]2[CH:11]=[C:10]([C:7]3[CH:6]=[CH:5][C:4]([O:3][C:2]([F:1])([F:25])[F:26])=[CH:9][CH:8]=3)[N:15]=[CH:14][N:13]=2)[CH2:46]1. The catalyst class is: 4. (2) Reactant: [CH3:1][O:2][C:3](=[O:22])[C:4]1[CH:9]=[CH:8][CH:7]=[CH:6][C:5]=1[CH2:10][C:11]1[CH:16]=[CH:15][C:14]([O:17]C)=[CH:13][C:12]=1[N+:19]([O-:21])=[O:20].IC1C=CC(OC)=CC=1[N+]([O-])=O.B(Br)(Br)Br.O. Product: [CH3:1][O:2][C:3](=[O:22])[C:4]1[CH:9]=[CH:8][CH:7]=[CH:6][C:5]=1[CH2:10][C:11]1[CH:16]=[CH:15][C:14]([OH:17])=[CH:13][C:12]=1[N+:19]([O-:21])=[O:20]. The catalyst class is: 2. (3) Reactant: [C:1]1([C:7]2([C:13]#[N:14])[CH2:12][CH2:11][NH:10][CH2:9][CH2:8]2)[CH:6]=[CH:5][CH:4]=[CH:3][CH:2]=1.C(N(CC)CC)C.[C:22](O[C:22]([O:24][C:25]([CH3:28])([CH3:27])[CH3:26])=[O:23])([O:24][C:25]([CH3:28])([CH3:27])[CH3:26])=[O:23]. Product: [C:13]([C:7]1([C:1]2[CH:2]=[CH:3][CH:4]=[CH:5][CH:6]=2)[CH2:8][CH2:9][N:10]([C:22]([O:24][C:25]([CH3:28])([CH3:27])[CH3:26])=[O:23])[CH2:11][CH2:12]1)#[N:14]. The catalyst class is: 4. (4) Reactant: [C:1]1(=[O:10])[C:9]2[C:4](=[CH:5][CH:6]=[CH:7][CH:8]=2)[CH2:3][CH2:2]1.[Li+].CC([N-]C(C)C)C.Cl[CH2:20][C:21](=[O:23])[CH3:22]. Product: [O:23]=[C:21]([CH3:22])[CH2:20][CH:2]1[CH2:3][C:4]2[C:9](=[CH:8][CH:7]=[CH:6][CH:5]=2)[C:1]1=[O:10]. The catalyst class is: 1. (5) Reactant: Br[CH2:2][C:3]1[C:8]([CH3:9])=[CH:7][CH:6]=[CH:5][C:4]=1[N:10]1[C:14](=[O:15])[N:13]([CH3:16])[N:12]=[N:11]1.[CH3:17][C:18]1[CH:23]=[C:22]([N:24]2[C:28]([CH3:29])=[C:27]([CH3:30])[C:26]([CH3:31])=[N:25]2)[CH:21]=[CH:20][C:19]=1[OH:32].C(=O)([O-])[O-].[K+].[K+]. Product: [CH3:9][C:8]1[C:3]([CH2:2][O:32][C:19]2[CH:20]=[CH:21][C:22]([N:24]3[C:28]([CH3:29])=[C:27]([CH3:30])[C:26]([CH3:31])=[N:25]3)=[CH:23][C:18]=2[CH3:17])=[C:4]([N:10]2[C:14](=[O:15])[N:13]([CH3:16])[N:12]=[N:11]2)[CH:5]=[CH:6][CH:7]=1. The catalyst class is: 10. (6) Reactant: [Cl:1][C:2]([Cl:20])([F:19])[S:3][C:4]1[CH:5]=[N:6][N:7]([CH2:10][C:11]2[CH:16]=[CH:15][C:14]([O:17][CH3:18])=[CH:13][CH:12]=2)[C:8]=1N.O1CCCC1.N(OC(C)(C)C)=O. Product: [Cl:20][C:2]([Cl:1])([F:19])[S:3][C:4]1[CH:5]=[N:6][N:7]([CH2:10][C:11]2[CH:12]=[CH:13][C:14]([O:17][CH3:18])=[CH:15][CH:16]=2)[CH:8]=1. The catalyst class is: 6.